From a dataset of Catalyst prediction with 721,799 reactions and 888 catalyst types from USPTO. Predict which catalyst facilitates the given reaction. Reactant: [Cl:1][C:2]1[CH:3]=[C:4]([CH:9]2[CH:13]([C:14]3[CH:19]=[CH:18][N:17]=[CH:16][CH:15]=3)[N:12]([CH:20]([CH3:22])[CH3:21])[N:11]([CH3:23])[C:10]2=[O:24])[CH:5]=[CH:6][C:7]=1[Cl:8].[Br-].[Br-].[Br-].C1([N+](CC)(CC)CC)C=CC=CC=1.C1([N+](CC)(CC)CC)C=CC=CC=1.C1([N+](CC)(CC)CC)C=CC=CC=1. Product: [Cl:1][C:2]1[CH:3]=[C:4]([C:9]2[C:10](=[O:24])[N:11]([CH3:23])[N:12]([CH:20]([CH3:21])[CH3:22])[C:13]=2[C:14]2[CH:15]=[CH:16][N:17]=[CH:18][CH:19]=2)[CH:5]=[CH:6][C:7]=1[Cl:8]. The catalyst class is: 4.